Predict the reactants needed to synthesize the given product. From a dataset of Full USPTO retrosynthesis dataset with 1.9M reactions from patents (1976-2016). (1) Given the product [CH2:16]([C:23]1([C:27]([OH:3])=[O:28])[CH2:24][O:25][CH2:26]1)[C:17]1[CH:22]=[CH:21][CH:20]=[CH:19][CH:18]=1, predict the reactants needed to synthesize it. The reactants are: CC(C)=[O:3].OS(O)(=O)=O.O=[Cr](=O)=O.Cl.O.[CH2:16]([C:23]1([CH2:27][OH:28])[CH2:26][O:25][CH2:24]1)[C:17]1[CH:22]=[CH:21][CH:20]=[CH:19][CH:18]=1. (2) Given the product [Br:20][C:17]1[CH:18]=[CH:19][C:12]2[O:11][CH2:10][CH2:9][C:8]3[CH:7]=[C:6]([C:4]([OH:5])=[O:3])[S:15][C:14]=3[C:13]=2[CH:16]=1, predict the reactants needed to synthesize it. The reactants are: C([O:3][C:4]([C:6]1[S:15][C:14]2[C:13]3[CH:16]=[C:17]([Br:20])[CH:18]=[CH:19][C:12]=3[O:11][CH2:10][CH2:9][C:8]=2[CH:7]=1)=[O:5])C.[OH-].[Na+].CCO. (3) Given the product [Br:1][C:2]1[CH:3]=[C:4]([N:9]2[CH2:10][CH2:11][O:12][CH2:13][CH2:14]2)[C:5]([CH2:8][C:26]2([OH:29])[CH2:27][CH2:28][O:23][CH2:24][CH2:25]2)=[N:6][CH:7]=1, predict the reactants needed to synthesize it. The reactants are: [Br:1][C:2]1[CH:3]=[C:4]([N:9]2[CH2:14][CH2:13][O:12][CH2:11][CH2:10]2)[C:5]([CH3:8])=[N:6][CH:7]=1.[Li+].CC([N-]C(C)C)C.[O:23]1[CH2:28][CH2:27][C:26](=[O:29])[CH2:25][CH2:24]1. (4) Given the product [CH3:15][S:16]([O:7][CH2:6][CH:3]1[CH2:4][CH2:5][O:1][CH2:2]1)(=[O:18])=[O:17], predict the reactants needed to synthesize it. The reactants are: [O:1]1[CH2:5][CH2:4][CH:3]([CH2:6][OH:7])[CH2:2]1.C(N(CC)CC)C.[CH3:15][S:16](Cl)(=[O:18])=[O:17]. (5) Given the product [CH:25]([C:24]1[CH:23]=[N:22][N:21]([C:28]2[CH:33]=[CH:32][CH:31]=[CH:30][C:29]=2[C:34]([F:35])([F:36])[F:37])[C:20]=1[CH2:19][O:18][C:15]1[CH:16]=[CH:17][C:12]([CH:11]=[CH:10][C:6]2[CH:5]=[C:4]([CH:9]=[CH:8][CH:7]=2)[C:3]([OH:39])=[O:2])=[C:13]([CH3:38])[CH:14]=1)([CH3:27])[CH3:26], predict the reactants needed to synthesize it. The reactants are: C[O:2][C:3](=[O:39])[C:4]1[CH:9]=[CH:8][CH:7]=[C:6]([CH:10]=[CH:11][C:12]2[CH:17]=[CH:16][C:15]([O:18][CH2:19][C:20]3[N:21]([C:28]4[CH:33]=[CH:32][CH:31]=[CH:30][C:29]=4[C:34]([F:37])([F:36])[F:35])[N:22]=[CH:23][C:24]=3[CH:25]([CH3:27])[CH3:26])=[CH:14][C:13]=2[CH3:38])[CH:5]=1.[Li+].[OH-].O.